This data is from Full USPTO retrosynthesis dataset with 1.9M reactions from patents (1976-2016). The task is: Predict the reactants needed to synthesize the given product. (1) Given the product [Cl:21][C:6]1([C:5]2[CH:17]=[CH:18][C:2]([Cl:1])=[CH:3][CH:4]=2)[C:8]2[C:9](=[CH:13][CH:14]=[CH:15][CH:16]=2)[C:10](=[O:12])[O:11]1, predict the reactants needed to synthesize it. The reactants are: [Cl:1][C:2]1[CH:18]=[CH:17][C:5]([C:6]([C:8]2[CH:16]=[CH:15][CH:14]=[CH:13][C:9]=2[C:10]([OH:12])=[O:11])=O)=[CH:4][CH:3]=1.S(Cl)([Cl:21])=O. (2) Given the product [F:18][C:8]1[CH:9]=[C:10]([C:13]2[N:14]=[CH:15][S:16][CH:17]=2)[CH:11]=[CH:12][C:7]=1[C:28](=[O:30])[CH3:29], predict the reactants needed to synthesize it. The reactants are: FC(F)(F)S(O[C:7]1[CH:12]=[CH:11][C:10]([C:13]2[N:14]=[CH:15][S:16][CH:17]=2)=[CH:9][C:8]=1[F:18])(=O)=O.C(N(CC)CC)C.[CH:28]([O:30]CCCC)=[CH2:29].Cl.C([O-])(O)=O.[Na+]. (3) The reactants are: [Na].[C:2]([C:4]1[CH:5]=[C:6]2[C:11](=[CH:12][C:13]=1[OH:14])[N:10]=[CH:9][CH:8]=[C:7]2[O:15][C:16]1[CH:21]=[CH:20][C:19]([NH:22][C:23]([NH:25][C:26]2[CH:31]=[CH:30][C:29]([F:32])=[CH:28][CH:27]=2)=[O:24])=[C:18]([F:33])[CH:17]=1)#[N:3].C(=O)([O-])[O-].[K+].[K+].Cl[CH2:41][CH2:42][CH2:43][N:44]([CH2:47][CH3:48])[CH2:45][CH3:46].O. Given the product [C:2]([C:4]1[CH:5]=[C:6]2[C:11](=[CH:12][C:13]=1[O:14][CH2:41][CH2:42][CH2:43][N:44]([CH2:47][CH3:48])[CH2:45][CH3:46])[N:10]=[CH:9][CH:8]=[C:7]2[O:15][C:16]1[CH:21]=[CH:20][C:19]([NH:22][C:23]([NH:25][C:26]2[CH:31]=[CH:30][C:29]([F:32])=[CH:28][CH:27]=2)=[O:24])=[C:18]([F:33])[CH:17]=1)#[N:3], predict the reactants needed to synthesize it. (4) Given the product [CH3:11][C@H:12]1[CH2:17][O:16][CH2:15][CH2:14][N:13]1[C:18]1[CH:23]=[C:22]([CH2:24][S:25]([C:28]2[CH:33]=[CH:32][CH:31]=[CH:30][N:29]=2)(=[O:26])=[O:27])[N:21]=[C:20]([C:34]2[CH:35]=[CH:36][C:37]([NH:38][C:2](=[O:3])[O:4][C:5]3[CH:10]=[CH:9][CH:8]=[CH:7][CH:6]=3)=[CH:39][CH:40]=2)[N:19]=1, predict the reactants needed to synthesize it. The reactants are: Cl[C:2]([O:4][C:5]1[CH:10]=[CH:9][CH:8]=[CH:7][CH:6]=1)=[O:3].[CH3:11][C@H:12]1[CH2:17][O:16][CH2:15][CH2:14][N:13]1[C:18]1[CH:23]=[C:22]([CH2:24][S:25]([C:28]2[CH:33]=[CH:32][CH:31]=[CH:30][N:29]=2)(=[O:27])=[O:26])[N:21]=[C:20]([C:34]2[CH:40]=[CH:39][C:37]([NH2:38])=[CH:36][CH:35]=2)[N:19]=1.C(=O)([O-])O.[Na+]. (5) Given the product [Cl:8][C:9]1[CH:21]=[CH:20][C:12]2[N:13]([CH3:14])[C:5](=[O:7])[CH2:4][NH:3][C:16](=[O:15])[C:11]=2[CH:10]=1, predict the reactants needed to synthesize it. The reactants are: N#N.[NH2:3][CH2:4][C:5]([OH:7])=O.[Cl:8][C:9]1[CH:21]=[CH:20][C:12]2[N:13](C)[C:14](=O)[O:15][C:16](=O)[C:11]=2[CH:10]=1. (6) The reactants are: CO[CH:3]1[N:7]([C:8]([O:10][CH3:11])=[O:9])[C@H:6]([C:12]([O:14][CH3:15])=[O:13])[CH2:5][CH2:4]1.C[Si]([C:20]#[C:21][CH3:22])(C)C.[Sn](Cl)(Cl)(Cl)Cl.[Cl-].[Al+3].[Cl-].[Cl-]. Given the product [C:20]([C@@H:3]1[N:7]([C:8]([O:10][CH3:11])=[O:9])[C@H:6]([C:12]([O:14][CH3:15])=[O:13])[CH2:5][CH2:4]1)#[C:21][CH3:22], predict the reactants needed to synthesize it. (7) Given the product [OH:28][NH:27][C:23]([C:21]1[CH:20]=[CH:19][C:17]2[CH2:18][N:12]([S:9]([C:6]3[CH:7]=[CH:8][C:3]([O:2][CH3:1])=[CH:4][CH:5]=3)(=[O:11])=[O:10])[CH2:13][CH2:14][O:15][C:16]=2[CH:22]=1)=[O:25], predict the reactants needed to synthesize it. The reactants are: [CH3:1][O:2][C:3]1[CH:8]=[CH:7][C:6]([S:9]([N:12]2[CH2:18][C:17]3[CH:19]=[CH:20][C:21]([C:23]([O:25]C)=O)=[CH:22][C:16]=3[O:15][CH2:14][CH2:13]2)(=[O:11])=[O:10])=[CH:5][CH:4]=1.[NH2:27][OH:28].[OH-].[Na+]. (8) Given the product [F:1][C:2]1[CH:3]=[C:4]([C:8]2[N:12]=[C:11]([CH:13]3[CH2:18][CH:17]([C:19]4[CH:24]=[CH:23][C:22]([O:25][C:26]([F:29])([F:27])[F:28])=[CH:21][CH:20]=4)[CH2:16][N:15]([C:40](=[O:41])[C:38]([NH:37][C:35](=[O:36])[O:34][C:30]([CH3:33])([CH3:32])[CH3:31])([CH3:43])[CH3:39])[CH2:14]3)[O:10][N:9]=2)[CH:5]=[CH:6][CH:7]=1, predict the reactants needed to synthesize it. The reactants are: [F:1][C:2]1[CH:3]=[C:4]([C:8]2[N:12]=[C:11]([CH:13]3[CH2:18][CH:17]([C:19]4[CH:24]=[CH:23][C:22]([O:25][C:26]([F:29])([F:28])[F:27])=[CH:21][CH:20]=4)[CH2:16][NH:15][CH2:14]3)[O:10][N:9]=2)[CH:5]=[CH:6][CH:7]=1.[C:30]([O:34][C:35]([NH:37][C:38]([CH3:43])([C:40](O)=[O:41])[CH3:39])=[O:36])([CH3:33])([CH3:32])[CH3:31].